Dataset: Human Reference Interactome with 51,813 positive PPI pairs across 8,248 proteins, plus equal number of experimentally-validated negative pairs. Task: Binary Classification. Given two protein amino acid sequences, predict whether they physically interact or not. Protein 1 (ENSG00000123091) has sequence MGNCLKSPTSDDISLLHESQSDRASFGEGTEPDQEPPPPYQEQVPVPVYHPTPSQTRLATQLTEEEQIRIAQRIGLIQHLPKGVYDPGRDGSEKKIRECVICMMDFVYGDPIRFLPCMHIYHLDCIDDWLMRSFTCPSCMEPVDAALLSSYETN*. Protein 2 (ENSG00000146094) has sequence MDPLETPIKDGILYQQHVKFGKKCWRKVWALLYAGGPSGVARLESWEVRDGGLGAAGDRSAGPGRRGERRVIRLADCVSVLPADGESCPRDTGAFLLTTTERSHLLAAQHRQAWMGPICQLAFPGTGEASSGSTDAQSPKRGLVPMEENSIYSSWQEVGEFPVVVQRTEAATRCQLKGPALLVLGPDAIQLREAKGTQALYSWPYHFLRKFGSDKILLGTPGVSLLICKGERTDDVSGIILDESLLRAYSVPGAGGHSRVQDSLGPVLREPTFQGERSFLKTSMLRSLLCSCSWRHPRSQ.... Result: 0 (the proteins do not interact).